This data is from Retrosynthesis with 50K atom-mapped reactions and 10 reaction types from USPTO. The task is: Predict the reactants needed to synthesize the given product. Given the product Cc1nnc2n1-c1sc(CC(=O)N3CCCCC3)cc1C(c1ccccc1Cl)=NC2C, predict the reactants needed to synthesize it. The reactants are: C1CCNCC1.Cc1nnc2n1-c1sc(CC(=O)O)cc1C(c1ccccc1Cl)=NC2C.